From a dataset of Retrosynthesis with 50K atom-mapped reactions and 10 reaction types from USPTO. Predict the reactants needed to synthesize the given product. (1) Given the product COc1cc(C(=O)N(C)c2ccc(O)cc2)ccc1NC(=O)c1ccccc1OCCCN, predict the reactants needed to synthesize it. The reactants are: COc1cc(C(=O)N(C)c2ccc(O)cc2)ccc1NC(=O)c1ccccc1OCCCNC(=O)OC(C)(C)C. (2) Given the product CCCC(C(=O)OC)c1c(C)nc2nc(C(C)C)nn2c1-c1ccc(C)cc1, predict the reactants needed to synthesize it. The reactants are: CCCC(C(=O)OC)c1c(C)nc2nc(C(C)C)nn2c1Cl.Cc1ccc(B(O)O)cc1. (3) Given the product OCCN(CCO)C(c1ccccc1)(c1ccccc1)c1ccccc1, predict the reactants needed to synthesize it. The reactants are: ClC(c1ccccc1)(c1ccccc1)c1ccccc1.OCCNCCO. (4) Given the product N#Cc1ccc(CCC(=O)N2CCCc3cc(S(=O)(=O)Nc4ccccc4)ccc32)cc1, predict the reactants needed to synthesize it. The reactants are: N#Cc1ccc(CCC(=O)N2CCCc3cc(S(=O)(=O)Cl)ccc32)cc1.Nc1ccccc1. (5) Given the product CCOC(=O)CN1CCN(c2cc(Cl)ncn2)CC1, predict the reactants needed to synthesize it. The reactants are: CCOC(=O)CN1CCNCC1.Clc1cc(Cl)ncn1. (6) Given the product CC(C)(C)OC(=O)n1c(-c2ccc(C=O)cn2)ccc1C(CC1CCOCC1)c1ccc(S(=O)(=O)C2CC2)cc1, predict the reactants needed to synthesize it. The reactants are: CC(C)(C)OC(=O)OC(=O)OC(C)(C)C.O=Cc1ccc(-c2ccc(C(CC3CCOCC3)c3ccc(S(=O)(=O)C4CC4)cc3)[nH]2)nc1. (7) The reactants are: CC(=O)Nc1ccc2c(c1)NC(=O)CC2(C)C. Given the product CC1(C)CC(=O)Nc2cc(N)ccc21, predict the reactants needed to synthesize it.